From a dataset of hERG Central: cardiac toxicity at 1µM, 10µM, and general inhibition. Predict hERG channel inhibition at various concentrations. Results: hERG_inhib (hERG inhibition (general)): blocker. The molecule is c1ccc(CNCCC(Cc2ccccc2)c2ccco2)cc1.